Dataset: Full USPTO retrosynthesis dataset with 1.9M reactions from patents (1976-2016). Task: Predict the reactants needed to synthesize the given product. (1) Given the product [NH2:31][C:27]1[N:28]=[CH:29][N:30]=[C:25]([NH:1][C@H:2]([C:4]2[N:13]([CH:14]3[CH2:16][CH2:15]3)[C:12](=[O:17])[C:11]3[C:6](=[CH:7][CH:8]=[CH:9][C:10]=3[C:18]3[CH:19]=[N:20][N:21]([CH3:23])[CH:22]=3)[N:5]=2)[CH3:3])[C:26]=1[C:32]1[O:36][N:35]=[C:34]([CH3:37])[N:33]=1, predict the reactants needed to synthesize it. The reactants are: [NH2:1][C@H:2]([C:4]1[N:13]([CH:14]2[CH2:16][CH2:15]2)[C:12](=[O:17])[C:11]2[C:6](=[CH:7][CH:8]=[CH:9][C:10]=2[C:18]2[CH:19]=[N:20][N:21]([CH3:23])[CH:22]=2)[N:5]=1)[CH3:3].Cl[C:25]1[N:30]=[CH:29][N:28]=[C:27]([NH2:31])[C:26]=1[C:32]1[O:36][N:35]=[C:34]([CH3:37])[N:33]=1.C(N(CC)C(C)C)(C)C. (2) The reactants are: [CH:1]([NH:4][CH:5]([CH3:7])[CH3:6])([CH3:3])[CH3:2].[OH-].[K+].S(Cl)([Cl:12])=O.[CH:14]1[CH:19]=CC=CC=1. Given the product [ClH:12].[CH:1]([N:4]([CH:5]([CH3:7])[CH3:6])[CH2:19][CH2:14][Cl:12])([CH3:3])[CH3:2], predict the reactants needed to synthesize it. (3) Given the product [CH2:17]([N:8]1[CH2:9][CH2:10][CH2:11][C:5]2[CH:4]=[C:3]([O:2][CH3:1])[CH:14]=[CH:13][C:6]=2[C:7]1=[O:12])[CH3:18], predict the reactants needed to synthesize it. The reactants are: [CH3:1][O:2][C:3]1[CH:14]=[CH:13][C:6]2[C:7](=[O:12])[NH:8][CH2:9][CH2:10][CH2:11][C:5]=2[CH:4]=1.[H-].[Na+].[CH2:17](I)[CH3:18].